Dataset: NCI-60 drug combinations with 297,098 pairs across 59 cell lines. Task: Regression. Given two drug SMILES strings and cell line genomic features, predict the synergy score measuring deviation from expected non-interaction effect. (1) Drug 1: CC1OCC2C(O1)C(C(C(O2)OC3C4COC(=O)C4C(C5=CC6=C(C=C35)OCO6)C7=CC(=C(C(=C7)OC)O)OC)O)O. Drug 2: C1CCC(C(C1)N)N.C(=O)(C(=O)[O-])[O-].[Pt+4]. Cell line: OVCAR-8. Synergy scores: CSS=14.2, Synergy_ZIP=-13.4, Synergy_Bliss=-5.59, Synergy_Loewe=-9.75, Synergy_HSA=-2.56. (2) Drug 1: CC1C(C(CC(O1)OC2CC(CC3=C2C(=C4C(=C3O)C(=O)C5=C(C4=O)C(=CC=C5)OC)O)(C(=O)C)O)N)O.Cl. Drug 2: C(CC(=O)O)C(=O)CN.Cl. Cell line: NCIH23. Synergy scores: CSS=27.4, Synergy_ZIP=-12.3, Synergy_Bliss=-3.62, Synergy_Loewe=-9.22, Synergy_HSA=-1.68. (3) Drug 1: COC1=CC(=CC(=C1O)OC)C2C3C(COC3=O)C(C4=CC5=C(C=C24)OCO5)OC6C(C(C7C(O6)COC(O7)C8=CC=CS8)O)O. Drug 2: C1=CC(=CC=C1C#N)C(C2=CC=C(C=C2)C#N)N3C=NC=N3. Cell line: CCRF-CEM. Synergy scores: CSS=54.9, Synergy_ZIP=0.843, Synergy_Bliss=0.625, Synergy_Loewe=-29.1, Synergy_HSA=0.902. (4) Drug 1: C1=NC(=NC(=O)N1C2C(C(C(O2)CO)O)O)N. Drug 2: CC1=C(C(=O)C2=C(C1=O)N3CC4C(C3(C2COC(=O)N)OC)N4)N. Cell line: HCT116. Synergy scores: CSS=63.5, Synergy_ZIP=-4.49, Synergy_Bliss=-5.99, Synergy_Loewe=-0.544, Synergy_HSA=1.28. (5) Drug 1: C1=NC2=C(N=C(N=C2N1C3C(C(C(O3)CO)O)F)Cl)N. Drug 2: C1CCC(C(C1)N)N.C(=O)(C(=O)[O-])[O-].[Pt+4]. Cell line: SF-539. Synergy scores: CSS=30.6, Synergy_ZIP=1.44, Synergy_Bliss=3.46, Synergy_Loewe=0.796, Synergy_HSA=1.17. (6) Drug 1: C1C(C(OC1N2C=NC3=C(N=C(N=C32)Cl)N)CO)O. Cell line: OVCAR-8. Drug 2: CC1=C(N=C(N=C1N)C(CC(=O)N)NCC(C(=O)N)N)C(=O)NC(C(C2=CN=CN2)OC3C(C(C(C(O3)CO)O)O)OC4C(C(C(C(O4)CO)O)OC(=O)N)O)C(=O)NC(C)C(C(C)C(=O)NC(C(C)O)C(=O)NCCC5=NC(=CS5)C6=NC(=CS6)C(=O)NCCC[S+](C)C)O. Synergy scores: CSS=53.4, Synergy_ZIP=-3.25, Synergy_Bliss=-3.25, Synergy_Loewe=2.07, Synergy_HSA=4.46. (7) Drug 1: CN(C)C1=NC(=NC(=N1)N(C)C)N(C)C. Drug 2: CC1CCC2CC(C(=CC=CC=CC(CC(C(=O)C(C(C(=CC(C(=O)CC(OC(=O)C3CCCCN3C(=O)C(=O)C1(O2)O)C(C)CC4CCC(C(C4)OC)OCCO)C)C)O)OC)C)C)C)OC. Cell line: HCT-15. Synergy scores: CSS=15.7, Synergy_ZIP=-5.71, Synergy_Bliss=6.95, Synergy_Loewe=-19.0, Synergy_HSA=4.05.